Predict the product of the given reaction. From a dataset of Forward reaction prediction with 1.9M reactions from USPTO patents (1976-2016). Given the reactants [C:1]1([CH2:11][NH2:12])[C:10]2[C:5](=[CH:6][CH:7]=[CH:8][CH:9]=2)[CH:4]=[CH:3][CH:2]=1.C([O:17][C:18]([C:20]1[CH:25]=[CH:24][CH:23]=[CH:22][C:21]=1[C:26]1[CH:31]=[CH:30][C:29]([CH2:32][N:33]2[C:41]3[C:36](=[CH:37][C:38]([C:42](O)=[O:43])=[CH:39][CH:40]=3)[C:35]([CH3:45])=[C:34]2[CH3:46])=[CH:28][CH:27]=1)=[O:19])(C)(C)C, predict the reaction product. The product is: [CH3:46][C:34]1[N:33]([CH2:32][C:29]2[CH:30]=[CH:31][C:26]([C:21]3[C:20]([C:18]([OH:19])=[O:17])=[CH:25][CH:24]=[CH:23][CH:22]=3)=[CH:27][CH:28]=2)[C:41]2[C:36]([C:35]=1[CH3:45])=[CH:37][C:38]([C:42](=[O:43])[NH:12][CH2:11][C:1]1[C:10]3[C:5](=[CH:6][CH:7]=[CH:8][CH:9]=3)[CH:4]=[CH:3][CH:2]=1)=[CH:39][CH:40]=2.